This data is from Full USPTO retrosynthesis dataset with 1.9M reactions from patents (1976-2016). The task is: Predict the reactants needed to synthesize the given product. (1) Given the product [Br:13][C:14]1[CH:19]=[C:18]([O:4][CH2:3][CH2:2][Cl:1])[C:17]([N+:21]([O-:23])=[O:22])=[CH:16][C:15]=1[C:24]([F:25])([F:26])[F:27], predict the reactants needed to synthesize it. The reactants are: [Cl:1][CH2:2][CH2:3][OH:4].C([N-]C(C)C)(C)C.[Li+].[Br:13][C:14]1[CH:19]=[C:18](F)[C:17]([N+:21]([O-:23])=[O:22])=[CH:16][C:15]=1[C:24]([F:27])([F:26])[F:25].O. (2) Given the product [NH2:25][C:23]1[S:24][C:7]2[C:6]([NH:5][C@H:3]([CH3:4])[CH2:2][NH:1][C:31](=[O:32])[O:30][C:26]([CH3:29])([CH3:28])[CH3:27])=[N:11][C:10]([S:12][CH2:13][C:14]3[CH:19]=[CH:18][CH:17]=[C:16]([F:20])[C:15]=3[F:21])=[N:9][C:8]=2[N:22]=1, predict the reactants needed to synthesize it. The reactants are: [NH2:1][CH2:2][C@H:3]([NH:5][C:6]1[C:7]2[S:24][C:23]([NH2:25])=[N:22][C:8]=2[N:9]=[C:10]([S:12][CH2:13][C:14]2[CH:19]=[CH:18][CH:17]=[C:16]([F:20])[C:15]=2[F:21])[N:11]=1)[CH3:4].[C:26]([O:30][C:31](O[C:31]([O:30][C:26]([CH3:29])([CH3:28])[CH3:27])=[O:32])=[O:32])([CH3:29])([CH3:28])[CH3:27]. (3) The reactants are: [CH3:1][CH2:2][O:3][C:4]([C@H:6]1[CH2:10][CH2:9][C:8](=[O:11])[N:7]1[C:12]([O:14][C:15]([CH3:18])([CH3:17])[CH3:16])=[O:13])=[O:5].[Cl:19][C:20]1[CH:25]=[CH:24][C:23]([Mg]Br)=[CH:22][CH:21]=1.O. Given the product [C:15]([O:14][C:12]([NH:7][C@H:6]([CH2:10][CH2:9][C:8]([C:23]1[CH:24]=[CH:25][C:20]([Cl:19])=[CH:21][CH:22]=1)=[O:11])[C:4]([O:3][CH2:2][CH3:1])=[O:5])=[O:13])([CH3:18])([CH3:17])[CH3:16], predict the reactants needed to synthesize it. (4) Given the product [CH2:13]([C:17]1[C:21]([CH2:22][N:6]2[C:2](=[O:12])[C:3]3[C:4](=[CH:8][CH:9]=[CH:10][CH:11]=3)[C:5]2=[O:7])=[C:20]([CH3:24])[O:19][N:18]=1)[CH2:14][CH2:15][CH3:16], predict the reactants needed to synthesize it. The reactants are: [K].[C:2]1(=[O:12])[NH:6][C:5](=[O:7])[C:4]2=[CH:8][CH:9]=[CH:10][CH:11]=[C:3]12.[CH2:13]([C:17]1[C:21]([CH2:22]Cl)=[C:20]([CH3:24])[O:19][N:18]=1)[CH2:14][CH2:15][CH3:16].